From a dataset of Peptide-MHC class I binding affinity with 185,985 pairs from IEDB/IMGT. Regression. Given a peptide amino acid sequence and an MHC pseudo amino acid sequence, predict their binding affinity value. This is MHC class I binding data. (1) The peptide sequence is SMMVILPDK. The MHC is HLA-A03:01 with pseudo-sequence HLA-A03:01. The binding affinity (normalized) is 0.687. (2) The peptide sequence is QYSGFVRTL. The MHC is HLA-B15:09 with pseudo-sequence HLA-B15:09. The binding affinity (normalized) is 0.0847.